Predict the reactants needed to synthesize the given product. From a dataset of Full USPTO retrosynthesis dataset with 1.9M reactions from patents (1976-2016). (1) Given the product [Br:1][C:2]1[CH:3]=[C:4]2[C:9](=[CH:10][CH:11]=1)[CH:8]=[C:7]([CH2:12][OH:13])[CH:6]=[CH:5]2, predict the reactants needed to synthesize it. The reactants are: [Br:1][C:2]1[CH:3]=[C:4]2[C:9](=[CH:10][CH:11]=1)[CH:8]=[C:7]([C:12](O)=[O:13])[CH:6]=[CH:5]2.CSC.B.CO. (2) The reactants are: [CH3:1][C:2]1[CH:26]=[CH:25][CH:24]=[C:23]([CH3:27])[C:3]=1[CH2:4][NH:5][C:6]1[C:14]2[N:13]=[C:12]([CH3:15])[N:11]([O:16][CH3:17])[C:10]=2[CH:9]=[C:8]([C:18]([O:20]CC)=[O:19])[CH:7]=1.[OH-].[Na+].Cl. Given the product [CH3:27][C:23]1[CH:24]=[CH:25][CH:26]=[C:2]([CH3:1])[C:3]=1[CH2:4][NH:5][C:6]1[C:14]2[N:13]=[C:12]([CH3:15])[N:11]([O:16][CH3:17])[C:10]=2[CH:9]=[C:8]([C:18]([OH:20])=[O:19])[CH:7]=1, predict the reactants needed to synthesize it. (3) The reactants are: [NH2:1][C@H:2]1[CH2:7][CH2:6][N:5]([C:8]([O:10][C:11]([CH3:14])([CH3:13])[CH3:12])=[O:9])[CH2:4][C@H:3]1[O:15][CH3:16].[N:17]1([C:22]2[CH:30]=[CH:29][C:25]([C:26](O)=[O:27])=[CH:24][N:23]=2)[CH:21]=[N:20][N:19]=[N:18]1.CN(C(ON1N=NC2C=CC=CC1=2)=[N+](C)C)C.[B-](F)(F)(F)F.C(N(CC)CC)C. Given the product [N:17]1([C:22]2[CH:30]=[CH:29][C:25]([C:26]([NH:1][CH:2]3[CH2:7][CH2:6][N:5]([C:8]([O:10][C:11]([CH3:12])([CH3:13])[CH3:14])=[O:9])[CH2:4][CH:3]3[O:15][CH3:16])=[O:27])=[CH:24][N:23]=2)[CH:21]=[N:20][N:19]=[N:18]1, predict the reactants needed to synthesize it. (4) Given the product [Si:1]([O:8][CH2:9][CH:10]([CH2:13][O:14][C:15](=[O:33])[CH2:16][CH2:17][CH2:18][CH2:19][CH2:20][CH2:21][CH2:22]/[CH:23]=[CH:24]\[CH2:25][CH2:26][CH2:27][CH2:28][CH2:29][CH2:30][CH2:31][CH3:32])[O:11][CH3:12])([C:4]([CH3:7])([CH3:6])[CH3:5])([CH3:3])[CH3:2], predict the reactants needed to synthesize it. The reactants are: [Si:1]([O:8][CH2:9][CH:10]([CH2:13][OH:14])[O:11][CH3:12])([C:4]([CH3:7])([CH3:6])[CH3:5])([CH3:3])[CH3:2].[C:15](Cl)(=[O:33])[CH2:16][CH2:17][CH2:18][CH2:19][CH2:20][CH2:21][CH2:22]/[CH:23]=[CH:24]\[CH2:25][CH2:26][CH2:27][CH2:28][CH2:29][CH2:30][CH2:31][CH3:32].N1C=CC=CC=1. (5) Given the product [CH3:29][C:28]1[CH:27]=[CH:26][CH:25]=[C:24]([CH3:30])[C:23]=1[C:9]1[NH:8][C:12]2[CH:13]=[C:14]([C:17](=[O:22])[C:18]([F:21])([F:20])[F:19])[CH:15]=[CH:16][C:11]=2[N:10]=1, predict the reactants needed to synthesize it. The reactants are: C(OC([N:8]1[C:12]2[CH:13]=[C:14]([C:17](=[O:22])[C:18]([F:21])([F:20])[F:19])[CH:15]=[CH:16][C:11]=2[N:10]=[C:9]1[C:23]1[C:28]([CH3:29])=[CH:27][CH:26]=[CH:25][C:24]=1[CH3:30])=O)(C)(C)C.CC1C=C(C=CC=1C)N. (6) Given the product [F:17][C:3]1[C:4]([N:9]([CH3:16])[S:10]([CH2:13][CH2:14][CH3:15])(=[O:12])=[O:11])=[CH:5][CH:6]=[C:7]([F:8])[C:2]=1[NH:1][C:25](=[O:26])[O:27][C:28]1[CH:33]=[CH:32][CH:31]=[CH:30][CH:29]=1, predict the reactants needed to synthesize it. The reactants are: [NH2:1][C:2]1[C:3]([F:17])=[C:4]([N:9]([CH3:16])[S:10]([CH2:13][CH2:14][CH3:15])(=[O:12])=[O:11])[CH:5]=[CH:6][C:7]=1[F:8].C(=O)([O-])[O-].[K+].[K+].Cl[C:25]([O:27][C:28]1[CH:33]=[CH:32][CH:31]=[CH:30][CH:29]=1)=[O:26]. (7) Given the product [F:31][C:28]1[CH:29]=[CH:30][C:25]([C:24]2[C:18]([C:19]([O:21][CH2:22][CH3:23])=[O:20])=[C:10]3[N:9]([C:7]=2[C:4]2[CH:5]=[CH:6][N:1]=[CH:2][CH:3]=2)[CH2:13][CH2:12][CH2:11]3)=[CH:26][CH:27]=1, predict the reactants needed to synthesize it. The reactants are: [N:1]1[CH:6]=[CH:5][C:4]([C:7]([N:9]2[CH2:13][CH2:12][CH2:11][CH:10]2C(O)=O)=O)=[CH:3][CH:2]=1.Br[C:18](=[CH:24][C:25]1[CH:30]=[CH:29][C:28]([F:31])=[CH:27][CH:26]=1)[C:19]([O:21][CH2:22][CH3:23])=[O:20]. (8) The reactants are: [F-].C([N+](CCCC)(CCCC)CCCC)CCC.[CH2:19]([C:22]1([CH3:66])[CH2:27][C@H:26]([C:28]2[CH:33]=[CH:32][CH:31]=[C:30]([Cl:34])[CH:29]=2)[C@@H:25]([C:35]2[CH:40]=[CH:39][C:38]([Cl:41])=[CH:37][CH:36]=2)[N:24]([C@@H:42]([CH:62]2[CH2:64][CH2:63]2)[CH2:43][O:44][Si](C(C)(C)C)(C2C=CC=CC=2)C2C=CC=CC=2)[C:23]1=[O:65])[CH:20]=[CH2:21]. Given the product [CH2:19]([C@@:22]1([CH3:66])[CH2:27][C@H:26]([C:28]2[CH:33]=[CH:32][CH:31]=[C:30]([Cl:34])[CH:29]=2)[C@@H:25]([C:35]2[CH:36]=[CH:37][C:38]([Cl:41])=[CH:39][CH:40]=2)[N:24]([C@@H:42]([CH:62]2[CH2:63][CH2:64]2)[CH2:43][OH:44])[C:23]1=[O:65])[CH:20]=[CH2:21], predict the reactants needed to synthesize it. (9) The reactants are: [CH3:1][N:2]1[CH:6]=[CH:5][N:4]=[CH:3]1.C([Li])CCC.COCN[C:16](=[O:28])[CH2:17][CH2:18][CH2:19][NH:20][C:21](=[O:27])[O:22][C:23]([CH3:26])([CH3:25])[CH3:24]. Given the product [CH3:26][C:23]([O:22][C:21](=[O:27])[NH:20][CH2:19][CH2:18][CH2:17][C:16]([C:3]1[N:2]([CH3:1])[CH:6]=[CH:5][N:4]=1)=[O:28])([CH3:24])[CH3:25], predict the reactants needed to synthesize it. (10) Given the product [OH:38][C:35]1[CH:36]=[CH:37][C:32]([C:2]2[N:6]3[C:7]([CH3:23])=[CH:8][N:9]=[C:10]([NH:11][CH2:12][C:13]4[CH:18]=[CH:17][C:16]([S:19]([NH2:22])(=[O:21])=[O:20])=[CH:15][CH:14]=4)[C:5]3=[N:4][CH:3]=2)=[CH:33][CH:34]=1, predict the reactants needed to synthesize it. The reactants are: Br[C:2]1[N:6]2[C:7]([CH3:23])=[CH:8][N:9]=[C:10]([NH:11][CH2:12][C:13]3[CH:18]=[CH:17][C:16]([S:19]([NH2:22])(=[O:21])=[O:20])=[CH:15][CH:14]=3)[C:5]2=[N:4][CH:3]=1.CC1(C)C(C)(C)OB([C:32]2[CH:37]=[CH:36][C:35]([OH:38])=[CH:34][CH:33]=2)O1.C([O-])([O-])=O.[K+].[K+].O.O(C1C=CC=CC=1P(C1C=CC=CC=1)C1C=CC=CC=1)C1C=CC=CC=1P(C1C=CC=CC=1)C1C=CC=CC=1.